From a dataset of Retrosynthesis with 50K atom-mapped reactions and 10 reaction types from USPTO. Predict the reactants needed to synthesize the given product. (1) Given the product O=C(O)CCCSC(=S)NCCCc1ccc(Cl)cc1, predict the reactants needed to synthesize it. The reactants are: CCOC(=O)CCCSC(=S)NCCCc1ccc(Cl)cc1. (2) Given the product CC(C)CCN(C)S(=O)(=O)c1ccc2c(c1)nc(C(C)(C)C)n2CC1CCOCC1, predict the reactants needed to synthesize it. The reactants are: CC(C)(C)c1nc2cc(S(=O)(=O)Cl)ccc2n1CC1CCOCC1.CNCCC(C)C. (3) Given the product O=C(CCCCCCc1ccccc1)Oc1cc(=O)n(-c2ccccc2)c2ncccc12, predict the reactants needed to synthesize it. The reactants are: O=C(Cl)CCCCCCc1ccccc1.O=c1cc(O)c2cccnc2n1-c1ccccc1. (4) The reactants are: CC(C)(C)OC(=O)OC(=O)OC(C)(C)C.Nc1ccc(CCO)cc1. Given the product CC(C)(C)OC(=O)Nc1ccc(CCO)cc1, predict the reactants needed to synthesize it. (5) Given the product OC1(c2cccc(C(F)(F)F)c2F)CCN(CCCF)CC1, predict the reactants needed to synthesize it. The reactants are: FCCCBr.OC1(c2cccc(C(F)(F)F)c2F)CCNCC1. (6) Given the product CC(C)(C)OC(=O)NNC(=O)[C@H]1CCCN(C(=O)c2ccc(F)cc2)C1, predict the reactants needed to synthesize it. The reactants are: CC(C)(C)OC(=O)NN.O=C(O)[C@H]1CCCN(C(=O)c2ccc(F)cc2)C1.